This data is from Forward reaction prediction with 1.9M reactions from USPTO patents (1976-2016). The task is: Predict the product of the given reaction. (1) Given the reactants Br[C:2]1[C:10]([F:11])=[CH:9][C:8]2[C:4](=[CH:5][N:6]([CH3:12])[N:7]=2)[C:3]=1[C:13]([O:15][CH3:16])=[O:14].C1(P(C2C=CC=CC=2)C2C=CC=CC=2)C=CC=CC=1.C(=O)([O-])[O-].[K+].[K+].[C:42]([O:46][CH3:47])(=[O:45])[CH:43]=[CH2:44], predict the reaction product. The product is: [F:11][C:10]1[C:2](/[CH:44]=[CH:43]/[C:42]([O:46][CH3:47])=[O:45])=[C:3]([C:13]([O:15][CH3:16])=[O:14])[C:4]2[C:8]([CH:9]=1)=[N:7][N:6]([CH3:12])[CH:5]=2. (2) Given the reactants [CH3:1][O:2][C:3](=[O:39])/[CH:4]=[CH:5]/[C:6]1[CH:7]=[C:8]2[C:14]([C:15](=[O:38])[C:16]3[C:21]([F:22])=[CH:20][CH:19]=[C:18]([NH:23][S:24]([C:27]4[CH:32]=[CH:31][C:30]([C:33]([F:36])([F:35])[F:34])=[CH:29][CH:28]=4)(=[O:26])=[O:25])[C:17]=3[F:37])=[CH:13][NH:12][C:9]2=[N:10][CH:11]=1.CO, predict the reaction product. The product is: [CH3:1][O:2][C:3](=[O:39])[CH2:4][CH2:5][C:6]1[CH:7]=[C:8]2[C:14]([C:15](=[O:38])[C:16]3[C:21]([F:22])=[CH:20][CH:19]=[C:18]([NH:23][S:24]([C:27]4[CH:32]=[CH:31][C:30]([C:33]([F:34])([F:35])[F:36])=[CH:29][CH:28]=4)(=[O:26])=[O:25])[C:17]=3[F:37])=[CH:13][NH:12][C:9]2=[N:10][CH:11]=1. (3) Given the reactants [C:1]1([CH3:11])[CH:6]=[CH:5][C:4]([S:7](Cl)(=[O:9])=[O:8])=[CH:3][CH:2]=1.[F:12][C:13]1[CH:18]=[CH:17][C:16]([CH:19]([CH:31]([CH3:35])[CH2:32][CH2:33][OH:34])[C:20]([NH:22][NH:23][C:24]([O:26][C:27]([CH3:30])([CH3:29])[CH3:28])=[O:25])=[O:21])=[CH:15][CH:14]=1, predict the reaction product. The product is: [C:1]1([CH3:11])[CH:6]=[CH:5][C:4]([S:7]([O:34][CH2:33][CH2:32][CH:31]([CH3:35])[CH:19]([C:16]2[CH:15]=[CH:14][C:13]([F:12])=[CH:18][CH:17]=2)[C:20]([NH:22][NH:23][C:24]([O:26][C:27]([CH3:29])([CH3:30])[CH3:28])=[O:25])=[O:21])(=[O:9])=[O:8])=[CH:3][CH:2]=1.